Dataset: Full USPTO retrosynthesis dataset with 1.9M reactions from patents (1976-2016). Task: Predict the reactants needed to synthesize the given product. (1) Given the product [CH2:21]([N:11]1[CH2:12][CH2:13][N:8]([C:5]2[CH:4]=[CH:3][C:2]([I:1])=[CH:7][CH:6]=2)[CH2:9][CH2:10]1)[CH3:22], predict the reactants needed to synthesize it. The reactants are: [I:1][C:2]1[CH:7]=[CH:6][C:5]([N:8]2[CH2:13][CH2:12][NH:11][CH2:10][CH2:9]2)=[CH:4][CH:3]=1.C([O-])([O-])=O.[K+].[K+].I[CH2:21][CH3:22]. (2) Given the product [CH2:1]([O:8][N:9]1[C:15](=[O:16])[N:14]2[CH2:17][C@H:10]1[CH2:11][CH2:12][C@H:13]2[C:18]([NH:21][O:22][C@H:23]1[CH2:27][CH2:26][N:25]([C:28]([O:30][C:31]([CH3:34])([CH3:33])[CH3:32])=[O:29])[CH2:24]1)=[O:20])[C:2]1[CH:3]=[CH:4][CH:5]=[CH:6][CH:7]=1, predict the reactants needed to synthesize it. The reactants are: [CH2:1]([O:8][N:9]1[C:15](=[O:16])[N:14]2[CH2:17][C@H:10]1[CH2:11][CH2:12][C@H:13]2[C:18]([OH:20])=O)[C:2]1[CH:7]=[CH:6][CH:5]=[CH:4][CH:3]=1.[NH2:21][O:22][C@H:23]1[CH2:27][CH2:26][N:25]([C:28]([O:30][C:31]([CH3:34])([CH3:33])[CH3:32])=[O:29])[CH2:24]1.ON1C2C=CC=CC=2N=N1.Cl.C(N=C=NCCCN(C)C)C. (3) Given the product [CH3:31][N:30]1[C:29]2[C:28](=[CH:36][CH:35]=[CH:34][CH:33]=2)[CH:26]=[C:25]1[CH2:24][O:23][CH2:22][CH2:21][N:20]1[C:16]2[C:15]3[CH:14]=[CH:13][CH:12]=[CH:11][C:10]=3[N:9]=[C:8]([O:1][C:2]3[CH:3]=[CH:4][CH:5]=[CH:6][CH:7]=3)[C:17]=2[N:18]=[CH:19]1, predict the reactants needed to synthesize it. The reactants are: [O:1]([C:8]1[C:17]2[N:18]=[CH:19][N:20]([CH2:21][CH2:22][O:23][CH2:24][C:25]#[CH:26])[C:16]=2[C:15]2[CH:14]=[CH:13][CH:12]=[CH:11][C:10]=2[N:9]=1)[C:2]1[CH:7]=[CH:6][CH:5]=[CH:4][CH:3]=1.I[C:28]1[CH:36]=[CH:35][CH:34]=[CH:33][C:29]=1[N:30](C)[CH3:31]. (4) The reactants are: [C:1]([NH:11][C@H:12]([C:20]([NH:22][C@H:23]([C:25]([OH:27])=O)[CH3:24])=[O:21])[CH2:13][C:14]1[CH:19]=[CH:18][CH:17]=[CH:16][CH:15]=1)([O:3][CH2:4][C:5]1[CH:10]=[CH:9][CH:8]=[CH:7][CH:6]=1)=[O:2].O=S(Cl)[Cl:30]. Given the product [C:1]([NH:11][C@H:12]([C:20]([NH:22][C@H:23]([C:25]([Cl:30])=[O:27])[CH3:24])=[O:21])[CH2:13][C:14]1[CH:19]=[CH:18][CH:17]=[CH:16][CH:15]=1)([O:3][CH2:4][C:5]1[CH:10]=[CH:9][CH:8]=[CH:7][CH:6]=1)=[O:2], predict the reactants needed to synthesize it. (5) Given the product [Cl:1][C:2]1[C:3]([NH:32][C:31]2[CH:33]=[CH:34][CH:35]=[C:29]([CH2:27][CH3:28])[CH:30]=2)=[C:4]2[NH:10][C:9]([C:11]3[CH:12]=[CH:13][C:14]([O:17][CH2:18][CH2:19][N:20]4[CH2:21][CH2:22][O:23][CH2:24][CH2:25]4)=[CH:15][CH:16]=3)=[N:8][C:5]2=[N:6][CH:7]=1, predict the reactants needed to synthesize it. The reactants are: [Cl:1][C:2]1[C:3](Cl)=[C:4]2[N:10]=[C:9]([C:11]3[CH:16]=[CH:15][C:14]([O:17][CH2:18][CH2:19][N:20]4[CH2:25][CH2:24][O:23][CH2:22][CH2:21]4)=[CH:13][CH:12]=3)[NH:8][C:5]2=[N:6][CH:7]=1.[CH2:27]([C:29]1[CH:30]=[C:31]([CH:33]=[CH:34][CH:35]=1)[NH2:32])[CH3:28].